This data is from NCI-60 drug combinations with 297,098 pairs across 59 cell lines. The task is: Regression. Given two drug SMILES strings and cell line genomic features, predict the synergy score measuring deviation from expected non-interaction effect. (1) Drug 1: C1=CC=C(C(=C1)C(C2=CC=C(C=C2)Cl)C(Cl)Cl)Cl. Synergy scores: CSS=-1.10, Synergy_ZIP=0.161, Synergy_Bliss=-1.73, Synergy_Loewe=-1.96, Synergy_HSA=-3.11. Drug 2: CN(C(=O)NC(C=O)C(C(C(CO)O)O)O)N=O. Cell line: OVCAR-8. (2) Drug 1: C1=C(C(=O)NC(=O)N1)N(CCCl)CCCl. Drug 2: CCC(=C(C1=CC=CC=C1)C2=CC=C(C=C2)OCCN(C)C)C3=CC=CC=C3.C(C(=O)O)C(CC(=O)O)(C(=O)O)O. Cell line: HCT116. Synergy scores: CSS=33.2, Synergy_ZIP=0.125, Synergy_Bliss=-0.925, Synergy_Loewe=-4.75, Synergy_HSA=-1.47.